From a dataset of Peptide-MHC class II binding affinity with 134,281 pairs from IEDB. Regression. Given a peptide amino acid sequence and an MHC pseudo amino acid sequence, predict their binding affinity value. This is MHC class II binding data. (1) The peptide sequence is EKKYFAATQFEPCAA. The MHC is DRB1_1602 with pseudo-sequence DRB1_1602. The binding affinity (normalized) is 0.354. (2) The peptide sequence is QGEPGRVIRGKKGAG. The MHC is DRB1_1302 with pseudo-sequence DRB1_1302. The binding affinity (normalized) is 0.465. (3) The peptide sequence is GESQIVDKIDAAFKI. The MHC is DRB1_0701 with pseudo-sequence DRB1_0701. The binding affinity (normalized) is 0.700. (4) The MHC is H-2-IAb with pseudo-sequence H-2-IAb. The peptide sequence is SIPTNVTCAIHIGEV. The binding affinity (normalized) is 0.202. (5) The MHC is DRB1_0404 with pseudo-sequence DRB1_0404. The binding affinity (normalized) is 0.746. The peptide sequence is YDKFLANSSTVLTGK.